Dataset: Forward reaction prediction with 1.9M reactions from USPTO patents (1976-2016). Task: Predict the product of the given reaction. (1) Given the reactants Cl[C:2]1[N:7]=[C:6]([NH:8][C:9]2[CH:10]=[C:11]([N:15]([CH3:23])[C:16](=[O:22])[O:17][C:18]([CH3:21])([CH3:20])[CH3:19])[CH:12]=[CH:13][CH:14]=2)[C:5]([F:24])=[CH:4][N:3]=1.[CH3:25][O:26][CH2:27][CH2:28][O:29][CH2:30][O:31][CH2:32][CH2:33][O:34][C:35]1[CH:41]=[CH:40][C:38]([NH2:39])=[CH:37][CH:36]=1.C([O-])([O-])=O.[Cs+].[Cs+].O, predict the reaction product. The product is: [F:24][C:5]1[C:6]([NH:8][C:9]2[CH:10]=[C:11]([N:15]([CH3:23])[C:16](=[O:22])[O:17][C:18]([CH3:21])([CH3:20])[CH3:19])[CH:12]=[CH:13][CH:14]=2)=[N:7][C:2]([NH:39][C:38]2[CH:37]=[CH:36][C:35]([O:34][CH2:33][CH2:32][O:31][CH2:30][O:29][CH2:28][CH2:27][O:26][CH3:25])=[CH:41][CH:40]=2)=[N:3][CH:4]=1. (2) The product is: [CH3:8][C@@H:7]([C@@H:9]1[C@@:27]2([CH3:28])[CH2:26][CH2:25][C@@H:24]3[C@@:22]4([CH3:23])[CH2:21][CH2:20][C@H:18]([O:19][C:35]([C:36]([CH3:38])=[CH2:37])=[O:39])[CH2:17][C:16]4=[CH:15][CH2:14][C@H:13]3[C@@H:12]2[CH2:11][CH2:10]1)[CH2:6][CH2:5][CH2:4][CH:2]([CH3:1])[CH3:3]. Given the reactants [CH3:1][CH:2]([CH2:4][CH2:5][CH2:6][C@H:7]([C@@H:9]1[C@:27]2([CH3:28])[C@H:12]([C@H:13]3[C@H:24]([CH2:25][CH2:26]2)[C@:22]2([CH3:23])[C:16]([CH2:17][C@H:18]([CH2:20][CH2:21]2)[OH:19])=[CH:15][CH2:14]3)[CH2:11][CH2:10]1)[CH3:8])[CH3:3].N1C=CC=CC=1.[C:35](Cl)(=[O:39])[C:36]([CH3:38])=[CH2:37], predict the reaction product. (3) The product is: [F:1][C:2]1[CH:3]=[CH:4][C:5]([N:8]2[CH:12]=[C:11]([CH:13]=[O:14])[N:10]=[C:9]2[CH3:15])=[CH:6][CH:7]=1. Given the reactants [F:1][C:2]1[CH:7]=[CH:6][C:5]([N:8]2[CH:12]=[C:11]([CH2:13][OH:14])[N:10]=[C:9]2[CH3:15])=[CH:4][CH:3]=1, predict the reaction product. (4) Given the reactants [F:1][C:2]1[CH:10]=[C:9]2[C:5]([CH:6]=[CH:7][N:8]2[C:11]2[CH:16]=[CH:15][C:14]([F:17])=[CH:13][CH:12]=2)=[CH:4][C:3]=1[C:18]#[C:19][CH2:20][CH2:21][CH2:22][OH:23].CCN(CC)CC.[CH3:31][S:32](Cl)(=[O:34])=[O:33].Cl, predict the reaction product. The product is: [F:1][C:2]1[CH:10]=[C:9]2[C:5]([CH:6]=[CH:7][N:8]2[C:11]2[CH:12]=[CH:13][C:14]([F:17])=[CH:15][CH:16]=2)=[CH:4][C:3]=1[C:18]#[C:19][CH2:20][CH2:21][CH2:22][O:23][S:32]([CH3:31])(=[O:34])=[O:33]. (5) Given the reactants [CH:1]12O[CH:6]1[CH2:5][CH2:4][CH2:3][C:2]2=O.CO[CH2:11][CH2:12][N:13](S(F)(F)F)CCOC.O=C=O.C[Al](C)C.CCCCCC.[F-].[Na+], predict the reaction product. The product is: [CH3:11][C@@H:12]([NH2:13])[C:1]1[CH:6]=[CH:5][CH:4]=[CH:3][CH:2]=1. (6) Given the reactants [CH2:1]([O:5][C:6]1[CH:11]=[CH:10][CH:9]=[C:8]([Cl:12])[CH:7]=1)[CH:2]1[O:4][CH2:3]1.[CH3:13][C:14]([NH2:25])([CH3:24])[CH2:15][C:16]1[CH:21]=[CH:20][C:19]([O:22][CH3:23])=[CH:18][CH:17]=1, predict the reaction product. The product is: [ClH:12].[OH:4][CH:2]([CH2:1][O:5][C:6]1[CH:11]=[CH:10][CH:9]=[C:8]([Cl:12])[CH:7]=1)[CH2:3][NH:25][C:14]([CH3:24])([CH3:13])[CH2:15][C:16]1[CH:21]=[CH:20][C:19]([O:22][CH3:23])=[CH:18][CH:17]=1. (7) The product is: [Cl:21][C:22]1[C:23]([OH:33])=[C:24]([S:29]([N:7]([CH2:8][C:9]2[N:14]=[C:13]([C:15]([O:17][CH3:18])=[O:16])[CH:12]=[CH:11][CH:10]=2)[CH2:6][C:5]2[CH:4]=[CH:3][C:2]([F:1])=[CH:20][CH:19]=2)(=[O:31])=[O:30])[CH:25]=[C:26]([Cl:28])[CH:27]=1. Given the reactants [F:1][C:2]1[CH:20]=[CH:19][C:5]([CH2:6][NH:7][CH2:8][C:9]2[N:14]=[C:13]([C:15]([O:17][CH3:18])=[O:16])[CH:12]=[CH:11][CH:10]=2)=[CH:4][CH:3]=1.[Cl:21][C:22]1[C:23]([OH:33])=[C:24]([S:29](Cl)(=[O:31])=[O:30])[CH:25]=[C:26]([Cl:28])[CH:27]=1, predict the reaction product. (8) Given the reactants Br[C:2]([C:7]1[C:8]([C:31](Br)([C:34]#[N:35])[C:32]#[N:33])=[C:9]2[C:28](=[CH:29][CH:30]=1)[C:27]1[C:22](=[CH:23][CH:24]=[CH:25][CH:26]=1)C1C(=CC=CC=1)[C:15]1[C:10]2=[CH:11][CH:12]=[CH:13][CH:14]=1)([C:5]#[N:6])[C:3]#[N:4].C([Sn](CCCC)(CCCC)[C:42]1[S:43][CH:44]=[CH:45][CH:46]=1)CCC, predict the reaction product. The product is: [S:43]1[CH:44]=[CH:45][CH:46]=[C:42]1[C:7]1([CH:2]([C:3]#[N:4])[C:5]#[N:6])[CH:30]=[CH:29][C:28]2[C:27]3[C:22](=[C:23]([C:44]4[S:43][CH:42]=[CH:46][CH:45]=4)[CH:24]=[CH:25][CH:26]=3)[C:8]3[C:7](=[CH:30][CH:29]=[CH:28][CH:9]=3)[C:15]3[C:10](=[CH:11][CH:12]=[CH:13][CH:14]=3)[C:9]=2[CH:8]1[CH:31]([C:32]#[N:33])[C:34]#[N:35]. (9) Given the reactants [CH3:1][C:2]1[CH:7]=[CH:6][C:5]([C:8](=[CH2:11])[CH:9]=[O:10])=[CH:4][CH:3]=1.[CH3:12][Li], predict the reaction product. The product is: [CH3:1][C:2]1[CH:7]=[CH:6][C:5]([C:8](=[CH2:11])[CH:9]([OH:10])[CH3:12])=[CH:4][CH:3]=1. (10) Given the reactants C([O:3][C:4](=[O:31])/[CH:5]=[CH:6]/[C:7]1[CH:12]=[CH:11][N:10]2[C:13]([C:16]3[CH:21]=[CH:20][CH:19]=[C:18]([NH:22][C:23]([NH:25][CH2:26][C:27]([F:30])([F:29])[F:28])=[O:24])[CH:17]=3)=[CH:14][N:15]=[C:9]2[CH:8]=1)C.C([O-])([O-])=O.[Na+].[Na+].Cl, predict the reaction product. The product is: [F:30][C:27]([F:28])([F:29])[CH2:26][NH:25][C:23](=[O:24])[NH:22][C:18]1[CH:17]=[C:16]([C:13]2[N:10]3[CH:11]=[CH:12][C:7](/[CH:6]=[CH:5]/[C:4]([OH:31])=[O:3])=[CH:8][C:9]3=[N:15][CH:14]=2)[CH:21]=[CH:20][CH:19]=1.